Predict the reaction yield, written as a fraction of the theoretical maximum amount of product (1.0 means a 100% yield; for example, 0.34 means a 34% yield). From a dataset of Reaction yield outcomes from USPTO patents with 853,638 reactions. (1) The reactants are [C:1]([O:5][C:6]([NH:8][C:9]1([CH2:24][C:25]([O:27]CC)=[O:26])[CH2:13][CH2:12][N:11]([C:14]([O:16][CH2:17][C:18]2[CH:23]=[CH:22][CH:21]=[CH:20][CH:19]=2)=[O:15])[CH2:10]1)=[O:7])([CH3:4])([CH3:3])[CH3:2].O.[OH-].[Li+]. No catalyst specified. The product is [CH2:17]([O:16][C:14]([N:11]1[CH2:12][CH2:13][C:9]([CH2:24][C:25]([OH:27])=[O:26])([NH:8][C:6]([O:5][C:1]([CH3:3])([CH3:4])[CH3:2])=[O:7])[CH2:10]1)=[O:15])[C:18]1[CH:19]=[CH:20][CH:21]=[CH:22][CH:23]=1. The yield is 0.720. (2) The yield is 0.0600. No catalyst specified. The product is [C:1]([O:5][C:6](=[O:34])[NH:7][C@@H:8]([C:28]1[CH:33]=[CH:32][CH:31]=[CH:30][CH:29]=1)[C:9](=[O:10])[N:11]1[CH2:15][CH2:14][CH2:13][C@@H:12]1[C:16](=[O:27])[NH:17][C:18]1[N:19]=[C:20]2[N:24]([CH:25]=1)[CH:23]=[C:22]([C:35]1[CH:40]=[CH:39][CH:38]=[CH:37][CH:36]=1)[S:21]2)([CH3:4])([CH3:3])[CH3:2]. The reactants are [C:1]([O:5][C:6](=[O:34])[NH:7][C@@H:8]([C:28]1[CH:33]=[CH:32][CH:31]=[CH:30][CH:29]=1)[C:9]([N:11]1[CH2:15][CH2:14][CH2:13][C@@H:12]1[C:16](=[O:27])[NH:17][C:18]1[N:19]=[C:20]2[N:24]([CH:25]=1)[CH:23]=[C:22](Br)[S:21]2)=[O:10])([CH3:4])([CH3:3])[CH3:2].[C:35]1(B(O)O)[CH:40]=[CH:39][CH:38]=[CH:37][CH:36]=1. (3) The yield is 0.260. The reactants are [F:1][C:2]1[CH:7]=[CH:6][C:5]([C:8]2[S:12][C:11]3[CH:13]=[C:14]([O:17]C)[CH:15]=[CH:16][C:10]=3[C:9]=2[O:19][C:20]2[CH:33]=[CH:32][C:23](/[CH:24]=[CH:25]/[C:26]3[O:27][C:28]([CH3:31])=[N:29][N:30]=3)=[CH:22][CH:21]=2)=[C:4]([CH3:34])[CH:3]=1.B(Br)(Br)Br. The catalyst is C(Cl)Cl. The product is [F:1][C:2]1[CH:7]=[CH:6][C:5]([C:8]2[S:12][C:11]3[CH:13]=[C:14]([OH:17])[CH:15]=[CH:16][C:10]=3[C:9]=2[O:19][C:20]2[CH:21]=[CH:22][C:23](/[CH:24]=[CH:25]/[C:26]3[O:27][C:28]([CH3:31])=[N:29][N:30]=3)=[CH:32][CH:33]=2)=[C:4]([CH3:34])[CH:3]=1. (4) The reactants are [CH3:13][C:12]([O:11][C:9](O[C:9]([O:11][C:12]([CH3:15])([CH3:14])[CH3:13])=[O:10])=[O:10])([CH3:15])[CH3:14].[NH2:16][CH2:17][C:18]1[CH:23]=[CH:22][C:21]([C:24]2[CH:29]=[CH:28][CH:27]=[CH:26][C:25]=2[O:30][CH2:31][CH3:32])=[C:20]([NH2:33])[CH:19]=1. The catalyst is O1CCOCC1. The product is [C:12]([O:11][C:9](=[O:10])[NH:16][CH2:17][C:18]1[CH:23]=[CH:22][C:21]([C:24]2[CH:29]=[CH:28][CH:27]=[CH:26][C:25]=2[O:30][CH2:31][CH3:32])=[C:20]([NH2:33])[CH:19]=1)([CH3:13])([CH3:14])[CH3:15]. The yield is 0.310. (5) The reactants are [C:1]1([S:7][C:8]2[CH:9]=[C:10]([CH2:14]O)[CH:11]=[CH:12][CH:13]=2)[CH:6]=[CH:5][CH:4]=[CH:3][CH:2]=1.[C:16]1(=[O:26])[NH:20][C:19](=[O:21])[C:18]2=[CH:22][CH:23]=[CH:24][CH:25]=[C:17]12.CCOC(/N=N/C(OCC)=O)=O.C1(P(C2C=CC=CC=2)C2C=CC=CC=2)C=CC=CC=1. The catalyst is O1CCCC1.O. The product is [C:1]1([S:7][C:8]2[CH:9]=[C:10]([CH:11]=[CH:12][CH:13]=2)[CH2:14][N:20]2[C:16](=[O:26])[C:17]3[C:18](=[CH:22][CH:23]=[CH:24][CH:25]=3)[C:19]2=[O:21])[CH:2]=[CH:3][CH:4]=[CH:5][CH:6]=1. The yield is 0.370. (6) The reactants are [Br:1][C:2]1[CH:7]=[CH:6][C:5]([O:8][C:9](=[O:14])[CH:10]=[C:11]([CH3:13])[CH3:12])=[CH:4][CH:3]=1.[Cl-].[Al+3].[Cl-].[Cl-]. The catalyst is ClCCl. The product is [Br:1][C:2]1[CH:3]=[C:4]2[C:5](=[CH:6][CH:7]=1)[O:8][C:9](=[O:14])[CH2:10][C:11]2([CH3:12])[CH3:13]. The yield is 0.570. (7) The reactants are [F:1][C:2]1[CH:3]=[C:4]([B:12]2[O:16]C(C)(C)C(C)(C)[O:13]2)[CH:5]=[CH:6][C:7]=1[S:8]([CH3:11])(=[O:10])=[O:9].O1CCCC1.O.Cl. The catalyst is C(OCC)C. The product is [F:1][C:2]1[CH:3]=[C:4]([B:12]([OH:16])[OH:13])[CH:5]=[CH:6][C:7]=1[S:8]([CH3:11])(=[O:10])=[O:9]. The yield is 0.420. (8) The reactants are [CH2:1]([O:8][C:9]1[C:10]([O:27][CH2:28][CH:29]2[CH2:31][CH2:30]2)=[C:11]([CH:15]([C:17]2[C:25]3[C:20](=[N:21][CH:22]=[C:23]([Cl:26])[CH:24]=3)[NH:19][CH:18]=2)[OH:16])[CH:12]=[CH:13][CH:14]=1)[C:2]1[CH:7]=[CH:6][CH:5]=[CH:4][CH:3]=1.CC(OI1(OC(C)=O)(OC(C)=O)OC(=O)C2C=CC=CC1=2)=O. The catalyst is O1CCCC1. The product is [CH2:1]([O:8][C:9]1[C:10]([O:27][CH2:28][CH:29]2[CH2:30][CH2:31]2)=[C:11]([C:15]([C:17]2[C:25]3[C:20](=[N:21][CH:22]=[C:23]([Cl:26])[CH:24]=3)[NH:19][CH:18]=2)=[O:16])[CH:12]=[CH:13][CH:14]=1)[C:2]1[CH:7]=[CH:6][CH:5]=[CH:4][CH:3]=1. The yield is 0.930. (9) The reactants are [NH2:1][C:2]1[C:11]2[C:6](=[C:7](Br)[CH:8]=[CH:9][CH:10]=2)[N:5]=[N:4][C:3]=1[C:13]([NH:15][CH2:16][CH2:17][CH3:18])=[O:14].[F:19][C:20]1[CH:25]=[C:24]([CH3:26])[CH:23]=[CH:22][C:21]=1B(O)O. No catalyst specified. The product is [NH2:1][C:2]1[C:11]2[C:6](=[C:7]([C:21]3[CH:22]=[CH:23][C:24]([CH3:26])=[CH:25][C:20]=3[F:19])[CH:8]=[CH:9][CH:10]=2)[N:5]=[N:4][C:3]=1[C:13]([NH:15][CH2:16][CH2:17][CH3:18])=[O:14]. The yield is 0.860.